This data is from Catalyst prediction with 721,799 reactions and 888 catalyst types from USPTO. The task is: Predict which catalyst facilitates the given reaction. (1) Reactant: [C:1]([C:3]1[CH:8]=[CH:7][CH:6]=[CH:5][C:4]=1[C:9]1[CH:14]=[CH:13][C:12]([CH2:15][C:16]2[C:17](=[O:42])[N:18]([C@H:28]3[CH2:33][CH2:32][C@H:31]([O:34][CH2:35][C:36](N(OC)C)=[O:37])[CH2:30][CH2:29]3)[C:19]3[N:20]([N:25]=[CH:26][CH:27]=3)[C:21]=2[CH2:22][CH2:23][CH3:24])=[CH:11][CH:10]=1)#[N:2].[CH:43]([Mg]Br)([CH3:45])[CH3:44].C(OCC)(=O)C. Product: [OH:37][CH:36]([CH:43]([CH3:45])[CH3:44])[CH2:35][O:34][C@H:31]1[CH2:32][CH2:33][C@H:28]([N:18]2[C:17](=[O:42])[C:16]([CH2:15][C:12]3[CH:13]=[CH:14][C:9]([C:4]4[C:3]([C:1]#[N:2])=[CH:8][CH:7]=[CH:6][CH:5]=4)=[CH:10][CH:11]=3)=[C:21]([CH2:22][CH2:23][CH3:24])[N:20]3[N:25]=[CH:26][CH:27]=[C:19]23)[CH2:29][CH2:30]1. The catalyst class is: 7. (2) Reactant: Cl[C:2]1[C:11]2[C:6](=[C:7]([F:12])[CH:8]=[CH:9][CH:10]=2)[N:5]=[C:4]([C:13]2[CH:18]=[CH:17][CH:16]=[CH:15][N:14]=2)[C:3]=1[CH3:19].[CH3:20][C:21]1([CH3:36])[C:29]2[C:24](=[CH:25][C:26]([N:30]3[CH2:35][CH2:34][O:33][CH2:32][CH2:31]3)=[CH:27][CH:28]=2)[NH:23][CH2:22]1.[H-].[Na+]. Product: [CH3:20][C:21]1([CH3:36])[C:29]2[C:24](=[CH:25][C:26]([N:30]3[CH2:35][CH2:34][O:33][CH2:32][CH2:31]3)=[CH:27][CH:28]=2)[N:23]([C:2]2[C:11]3[C:6](=[C:7]([F:12])[CH:8]=[CH:9][CH:10]=3)[N:5]=[C:4]([C:13]3[CH:18]=[CH:17][CH:16]=[CH:15][N:14]=3)[C:3]=2[CH3:19])[CH2:22]1. The catalyst class is: 3. (3) Reactant: C1([C:7](=[N:14]CCCO)C2C=CC=CC=2)C=CC=CC=1.C1(P(C2C=CC=CC=2)C2C=CC=CC=2)C=CC=CC=1.N(C(OC(C)C)=O)=NC(OC(C)C)=O.[Cl:52][C:53]1[CH:54]=[C:55]([N:60]2[C:64](=[O:65])[O:63][N:62]=[C:61]2[C:66]2[C:67]([NH:71][C:72](=O)[C:73](F)(F)F)=[N:68][O:69][N:70]=2)[CH:56]=[CH:57][C:58]=1[F:59].[F:78][C:79]([F:84])([F:83])[C:80]([OH:82])=[O:81]. Product: [F:78][C:79]([F:84])([F:83])[C:80]([OH:82])=[O:81].[NH2:14][CH2:7][CH2:73][CH2:72][NH:71][C:67]1[C:66]([C:61]2[N:60]([C:55]3[CH:56]=[CH:57][C:58]([F:59])=[C:53]([Cl:52])[CH:54]=3)[C:64](=[O:65])[O:63][N:62]=2)=[N:70][O:69][N:68]=1. The catalyst class is: 7.